Dataset: Full USPTO retrosynthesis dataset with 1.9M reactions from patents (1976-2016). Task: Predict the reactants needed to synthesize the given product. (1) The reactants are: Br[C:2]1[C:3](=[O:25])[N:4]([CH:19]2[CH2:24][CH2:23][CH2:22][CH2:21][O:20]2)[N:5]=[CH:6][C:7]=1[NH:8][C@@H:9]1[CH2:14][C@@H:13]2[CH2:15][C@@H:11]([C:12]2([CH3:17])[CH3:16])[C@H:10]1[CH3:18].[OH-:26].[K+].[Cl-].[NH4+]. Given the product [OH:26][C:2]1[C:3](=[O:25])[N:4]([CH:19]2[CH2:24][CH2:23][CH2:22][CH2:21][O:20]2)[N:5]=[CH:6][C:7]=1[NH:8][C@@H:9]1[CH2:14][C@@H:13]2[CH2:15][C@@H:11]([C:12]2([CH3:17])[CH3:16])[C@H:10]1[CH3:18], predict the reactants needed to synthesize it. (2) Given the product [C:18]([N:1]1[C:9]2[CH:8]=[CH:7][CH:6]=[C:5]([C:10]#[N:11])[C:4]=2[CH:3]=[N:2]1)(=[O:20])[CH3:19], predict the reactants needed to synthesize it. The reactants are: [NH:1]1[C:9]2[CH:8]=[CH:7][CH:6]=[C:5]([C:10]#[N:11])[C:4]=2[CH:3]=[N:2]1.N1C=CC=CC=1.[C:18](OC(=O)C)(=[O:20])[CH3:19]. (3) Given the product [CH2:3]=[O:4].[CH3:11][C:12]1[C:45]([CH3:44])=[C:46]([OH:47])[CH:9]=[CH:8][CH:7]=1.[CH3:1][C:35]1[CH:34]=[CH:33][CH:38]=[CH:37][C:36]=1[OH:39], predict the reactants needed to synthesize it. The reactants are: [CH2:1](OC[CH:7]1[CH2:12][CH2:11]C(COCC2OC2)[CH2:9][CH2:8]1)C1[O:4][CH2:3]1.C([O:39][C:36]1[CH:37]=[CH:38][C:33](C([C:33]2[CH:38]=[CH:37][C:36]([O:39]CC3OC3)=[CH:35][CH:34]=2)(C)C)=[CH:34][CH:35]=1)C1OC1.[CH3:44][CH:45](OC(C)=O)[CH2:46][O:47]C.C1(O)C=CC=CC=1. (4) Given the product [CH2:24]([O:23][C:21]([NH:2][C@@H:3]([C:7]12[CH2:16][CH:11]3[CH2:12][CH:13]([CH2:15][C:9]([OH:17])([CH2:10]3)[CH2:8]1)[CH2:14]2)[C:4]([OH:6])=[O:5])=[O:22])[C:25]1[CH:30]=[CH:29][CH:28]=[CH:27][CH:26]=1, predict the reactants needed to synthesize it. The reactants are: Cl.[NH2:2][C@@H:3]([C:7]12[CH2:16][CH:11]3[CH2:12][CH:13]([CH2:15][C:9]([OH:17])([CH2:10]3)[CH2:8]1)[CH2:14]2)[C:4]([OH:6])=[O:5].[OH-].[Na+].Cl[C:21]([O:23][CH2:24][C:25]1[CH:30]=[CH:29][CH:28]=[CH:27][CH:26]=1)=[O:22]. (5) Given the product [Cl:1][C:2]1[CH:7]=[CH:6][CH:5]=[CH:4][C:3]=1[CH2:8][N:9]1[C:13]2[N:14]=[C:15]([C:19]([CH3:21])=[CH2:20])[N:16]=[C:17]([N:53]3[CH2:57][CH2:56][C@H:55]([OH:58])[CH2:54]3)[C:12]=2[N:11]=[N:10]1, predict the reactants needed to synthesize it. The reactants are: [Cl:1][C:2]1[CH:7]=[CH:6][CH:5]=[CH:4][C:3]=1[CH2:8][N:9]1[C:13]2[N:14]=[C:15]([C:19](O)([CH3:21])[CH3:20])[NH:16][C:17](=O)[C:12]=2[N:11]=[N:10]1.[H-].[Na+].BrCC1C=CC=CC=1.Cl.O=P(Cl)(Cl)Cl.C(NCC)C.CCN(C(C)C)C(C)C.[NH:53]1[CH2:57][CH2:56][C@H:55]([OH:58])[CH2:54]1. (6) Given the product [Cl:1][C:2]1[CH:3]=[C:4]([N:9]2[C:35](=[O:36])[O:42][N:11]=[C:10]2[C:12]2[C:16]([CH2:17][O:18][Si:19]([CH:23]([CH3:24])[CH3:25])([CH:26]([CH3:28])[CH3:27])[CH:20]([CH3:21])[CH3:22])=[N:15][O:14][N:13]=2)[CH:5]=[CH:6][C:7]=1[F:8], predict the reactants needed to synthesize it. The reactants are: [Cl:1][C:2]1[CH:3]=[C:4]([N:9](O)[C:10]([C:12]2[C:16]([CH2:17][O:18][Si:19]([CH:26]([CH3:28])[CH3:27])([CH:23]([CH3:25])[CH3:24])[CH:20]([CH3:22])[CH3:21])=[N:15][O:14][N:13]=2)=[NH:11])[CH:5]=[CH:6][C:7]=1[F:8].C1N=CN([C:35](N2C=NC=C2)=[O:36])C=1.[O:42]1CCCC1. (7) Given the product [C:38]([C:40]1[CH:48]=[CH:47][C:43]([C:44]([NH:37][C@@H:32]2[CH2:33][CH2:34][CH2:35][CH2:36][C@@H:31]2[C:29]([N:28]2[C@@H:24]3[C@@H:25]([C@H:16]([C:12]4[NH:13][CH:14]=[CH:15][N:11]=4)[NH:17][C:18]4[CH:19]=[CH:20][CH:21]=[CH:22][C:23]=43)[CH2:26][CH2:27]2)=[O:30])=[O:45])=[CH:42][CH:41]=1)#[N:39], predict the reactants needed to synthesize it. The reactants are: Cl.Cl.C(OC[N:11]1[CH:15]=[CH:14][N:13]=[C:12]1[C@H:16]1[C@H:25]2[CH2:26][CH2:27][N:28]([C:29]([C@H:31]3[CH2:36][CH2:35][CH2:34][CH2:33][C@H:32]3[NH2:37])=[O:30])[C@H:24]2[C:23]2[CH:22]=[CH:21][CH:20]=[CH:19][C:18]=2[NH:17]1)(=O)C(C)(C)C.[C:38]([C:40]1[CH:48]=[CH:47][C:43]([C:44](Cl)=[O:45])=[CH:42][CH:41]=1)#[N:39].N. (8) Given the product [C:1]([C:3]1[C:4]([C:23]([F:26])([F:25])[F:24])=[C:5]2[C:9](=[CH:10][CH:11]=1)[N:8]([CH2:12][C:13]([OH:15])=[O:14])[C:7]([CH:20]1[CH2:22][CH2:21]1)=[CH:6]2)#[N:2], predict the reactants needed to synthesize it. The reactants are: [C:1]([C:3]1[C:4]([C:23]([F:26])([F:25])[F:24])=[C:5]2[C:9](=[CH:10][CH:11]=1)[N:8]([CH2:12][C:13]([O:15]C(C)(C)C)=[O:14])[C:7]([CH:20]1[CH2:22][CH2:21]1)=[CH:6]2)#[N:2].C(O)(C(F)(F)F)=O. (9) Given the product [CH3:7][O:6][C:1](=[O:5])[C@H:2]([O:3][CH2:8][CH3:9])[CH3:4], predict the reactants needed to synthesize it. The reactants are: [C:1]([O:6][CH3:7])(=[O:5])[C@@H:2]([CH3:4])[OH:3].[CH2:8](I)[CH3:9]. (10) Given the product [CH3:37][O:36][C:32]1[CH:31]=[C:30]([C:29]2[C:25]([C:23]([OH:22])=[O:24])=[N:26][CH:27]=[CH:3][N:4]=2)[CH:35]=[CH:34][CH:33]=1, predict the reactants needed to synthesize it. The reactants are: ClC1[C:3](C#N)=[N:4]C=CN=1.COC1C=C(B(O)O)C=CC=1.C[O:22][C:23]([C:25]1[N:26]=[C:27](N(C)C)S[C:29]=1[C:30]1[CH:35]=[CH:34][CH:33]=[C:32]([O:36][CH3:37])[CH:31]=1)=[O:24].